Dataset: Full USPTO retrosynthesis dataset with 1.9M reactions from patents (1976-2016). Task: Predict the reactants needed to synthesize the given product. (1) Given the product [C:10]([O:9][C:7](=[O:8])[NH:1][C:2]([CH3:6])([CH3:5])[CH2:3][OH:4])([CH3:13])([CH3:12])[CH3:11], predict the reactants needed to synthesize it. The reactants are: [NH2:1][C:2]([CH3:6])([CH3:5])[CH2:3][OH:4].[C:7](O[C:7]([O:9][C:10]([CH3:13])([CH3:12])[CH3:11])=[O:8])([O:9][C:10]([CH3:13])([CH3:12])[CH3:11])=[O:8]. (2) Given the product [F:27][C:28]1[CH:33]=[CH:32][C:31]([N:7]2[C:8]3[C:4](=[CH:3][C:2]([NH2:1])=[CH:10][CH:9]=3)[CH:5]=[N:6]2)=[CH:30][CH:29]=1, predict the reactants needed to synthesize it. The reactants are: [NH2:1][C:2]1[CH:3]=[C:4]2[C:8](=[CH:9][CH:10]=1)[NH:7][N:6]=[CH:5]2.N[C@@H]1CCCC[C@H]1N.[O-]P([O-])([O-])=O.[K+].[K+].[K+].[F:27][C:28]1[CH:33]=[CH:32][C:31](I)=[CH:30][CH:29]=1.N#N. (3) Given the product [Cl:10][C:9]1[CH:8]=[CH:7][N:6]=[C:5]2[NH:11][C:2]([C:16]3[CH:15]=[N:14][N:13]([CH3:12])[CH:17]=3)=[N:3][C:4]=12, predict the reactants needed to synthesize it. The reactants are: Br[C:2]1[NH:11][C:5]2=[N:6][CH:7]=[CH:8][C:9]([Cl:10])=[C:4]2[N:3]=1.[CH3:12][N:13]1[CH:17]=[C:16](B2OC(C)(C)C(C)(C)O2)[CH:15]=[N:14]1.C(=O)([O-])[O-].[Na+].[Na+].C([O-])(=O)C.[Na+].C(#N)C. (4) Given the product [CH3:33][C@@H:34]1[NH:39][CH2:38][C@@H:37]([C:40]([O:42][CH3:43])=[O:41])[CH2:36][CH2:35]1, predict the reactants needed to synthesize it. The reactants are: C(=O)([O-])[O-].[K+].[K+].C([C@](C(O)=O)(O)[C@](C(=O)C1C=CC=CC=1)(O)C(O)=O)(=O)C1C=CC=CC=1.[CH3:33][C@@H:34]1[NH:39][CH2:38][C@@H:37]([C:40]([O:42][CH3:43])=[O:41])[CH2:36][CH2:35]1. (5) Given the product [CH3:4][C:2]([C:5]1[C:6]([F:18])=[CH:7][C:8]([O:12][C@H:13]2[CH2:14][C@H:15]([NH:17][CH2:37][C:33]3[C:32]4[N:31]([CH:30]=[CH:29][N:28]=4)[CH:36]=[CH:35][CH:34]=3)[CH2:16]2)=[CH:9][C:10]=1[F:11])([CH3:1])[CH3:3], predict the reactants needed to synthesize it. The reactants are: [CH3:1][C:2]([C:5]1[C:10]([F:11])=[CH:9][C:8]([O:12][C@H:13]2[CH2:16][C@H:15]([NH2:17])[CH2:14]2)=[CH:7][C:6]=1[F:18])([CH3:4])[CH3:3].CCN(C(C)C)C(C)C.[N:28]1[CH:29]=[CH:30][N:31]2[CH:36]=[CH:35][CH:34]=[C:33]([CH:37]=O)[C:32]=12.C(O[BH-](OC(=O)C)OC(=O)C)(=O)C.[Na+]. (6) Given the product [CH3:25][N:27]([CH3:28])[C:19](=[O:21])[C:18]1[CH:22]=[CH:23][CH:24]=[C:16]([C:11]2[CH:10]=[CH:9][C:8]3[CH2:7][CH:6]([N:1]4[CH2:5][CH2:4][CH2:3][CH2:2]4)[CH2:15][CH2:14][C:13]=3[CH:12]=2)[CH:17]=1, predict the reactants needed to synthesize it. The reactants are: [N:1]1([CH:6]2[CH2:15][CH2:14][C:13]3[CH:12]=[C:11]([C:16]4[CH:17]=[C:18]([CH:22]=[CH:23][CH:24]=4)[C:19]([OH:21])=O)[CH:10]=[CH:9][C:8]=3[CH2:7]2)[CH2:5][CH2:4][CH2:3][CH2:2]1.[CH2:25]([NH:27][CH3:28])C.C1C=CC2N(O)N=NC=2C=1.CCN=C=NCCCN(C)C.Cl.C(N(CC)CC)C. (7) Given the product [ClH:1].[N:16]12[CH2:21][CH2:20][CH:19]([CH2:18][CH2:17]1)[C@@H:14]([NH:13][C:11]([C:9]1[S:10][C:6]3[CH:5]=[C:4]([NH:3][C:11]([NH:13][C:14]4[CH:15]=[CH:30][C:29]([N:26]([CH3:24])[CH3:27])=[CH:18][CH:19]=4)=[O:12])[CH:23]=[CH:22][C:7]=3[CH:8]=1)=[O:12])[CH2:15]2, predict the reactants needed to synthesize it. The reactants are: [ClH:1].Cl.[NH2:3][C:4]1[CH:23]=[CH:22][C:7]2[CH:8]=[C:9]([C:11]([NH:13][C@@H:14]3[CH:19]4[CH2:20][CH2:21][N:16]([CH2:17][CH2:18]4)[CH2:15]3)=[O:12])[S:10][C:6]=2[CH:5]=1.[CH2:24]([N:26]([CH2:29][CH3:30])[CH2:27]C)C. (8) The reactants are: [NH2:1][CH:2]1[CH2:5][N:4]([C:6]([C:8]2[CH:9]=[C:10]([CH:23]=[CH:24][C:25]=2[F:26])[CH2:11][C:12]2[C:21]3[C:16](=[CH:17][CH:18]=[CH:19][CH:20]=3)[C:15](=[O:22])[NH:14][N:13]=2)=[O:7])[CH2:3]1.[CH3:27][CH:28]([CH3:33])[CH2:29][C:30](=O)[CH3:31].C(O[BH-](OC(=O)C)OC(=O)C)(=O)C.[Na+]. Given the product [F:26][C:25]1[CH:24]=[CH:23][C:10]([CH2:11][C:12]2[C:21]3[C:16](=[CH:17][CH:18]=[CH:19][CH:20]=3)[C:15](=[O:22])[NH:14][N:13]=2)=[CH:9][C:8]=1[C:6]([N:4]1[CH2:3][CH:2]([NH:1][CH:30]([CH2:29][CH:28]([CH3:33])[CH3:27])[CH3:31])[CH2:5]1)=[O:7], predict the reactants needed to synthesize it. (9) Given the product [CH2:3]1[C:4]2[C:9](=[CH:8][CH:7]=[CH:6][CH:5]=2)[CH2:1][CH:2]1[CH2:10][CH2:11][OH:12], predict the reactants needed to synthesize it. The reactants are: [CH2:1]1[C:9]2[C:4](=[CH:5][CH:6]=[CH:7][CH:8]=2)[CH2:3][CH:2]1[CH2:10][C:11](OCC)=[O:12].[H-].[H-].[H-].[H-].[Li+].[Al+3].CCOC(C)=O. (10) Given the product [CH2:1]([C:3]1[CH:8]=[C:7]([CH:6]=[C:5]([CH3:9])[C:4]=1[OH:10])[CH:21]=[O:23])[CH3:2], predict the reactants needed to synthesize it. The reactants are: [CH2:1]([C:3]1[CH:8]=[CH:7][CH:6]=[C:5]([CH3:9])[C:4]=1[OH:10])[CH3:2].C1N2CN3CN(C2)CN1C3.[C:21](O)(=[O:23])C.